Dataset: Full USPTO retrosynthesis dataset with 1.9M reactions from patents (1976-2016). Task: Predict the reactants needed to synthesize the given product. (1) Given the product [C:13]([C:12]1[CH:11]=[C:10]([NH:9][C:5]2[N:6]=[CH:7][N:8]=[C:3]([N:2]([CH3:1])[C:27]([NH:26][C:20]3[C:19]([Cl:18])=[CH:24][CH:23]=[CH:22][C:21]=3[Cl:25])=[O:28])[CH:4]=2)[CH:17]=[CH:16][CH:15]=1)#[N:14], predict the reactants needed to synthesize it. The reactants are: [CH3:1][NH:2][C:3]1[N:8]=[CH:7][N:6]=[C:5]([NH:9][C:10]2[CH:11]=[C:12]([CH:15]=[CH:16][CH:17]=2)[C:13]#[N:14])[CH:4]=1.[Cl:18][C:19]1[CH:24]=[CH:23][CH:22]=[C:21]([Cl:25])[C:20]=1[N:26]=[C:27]=[O:28]. (2) Given the product [Cl:20][C:11]1[CH:10]=[C:9](/[CH:8]=[C:4]2/[C:5](=[O:7])[N:6]3[CH:22]=[C:23]([C:25]4[CH:26]=[N:27][CH:28]=[N:29][CH:30]=4)[N:1]=[C:2]3[S:3]/2)[CH:14]=[C:13]([O:15][CH2:16][CH2:17][CH3:18])[C:12]=1[OH:19], predict the reactants needed to synthesize it. The reactants are: [NH2:1][C:2]1[S:3]/[C:4](=[CH:8]\[C:9]2[CH:14]=[C:13]([O:15][CH2:16][CH2:17][CH3:18])[C:12]([OH:19])=[C:11]([Cl:20])[CH:10]=2)/[C:5](=[O:7])[N:6]=1.Cl[CH2:22][C:23]([C:25]1[CH:26]=[N:27][CH:28]=[N:29][CH:30]=1)=O. (3) Given the product [F:21][C:18]1[CH:19]=[CH:20][C:15]([CH2:14][N:11]2[CH:23]=[C:22]([C:24]3[S:25][C:26]([C:30]([O:32][CH2:33][CH3:34])=[O:31])=[C:27]([CH3:29])[N:28]=3)[N:13]=[N:12]2)=[CH:16][CH:17]=1, predict the reactants needed to synthesize it. The reactants are: C(N=[N+]=[N-])C1C=CC=CC=1.[N:11]([CH2:14][C:15]1[CH:20]=[CH:19][C:18]([F:21])=[CH:17][CH:16]=1)=[N+:12]=[N-:13].[C:22]([C:24]1[S:25][C:26]([C:30]([O:32][CH2:33][CH3:34])=[O:31])=[C:27]([CH3:29])[N:28]=1)#[CH:23]. (4) Given the product [CH:23]([O:10][C:7]1[CH:8]=[CH:9][C:4]([CH2:3][CH2:2][OH:1])=[CH:5][CH:6]=1)([CH3:25])[CH3:24], predict the reactants needed to synthesize it. The reactants are: [OH:1][CH2:2][CH2:3][C:4]1[CH:9]=[CH:8][C:7]([OH:10])=[CH:6][CH:5]=1.CN(C)C=O.C(=O)([O-])[O-].[K+].[K+].I[CH:23]([CH3:25])[CH3:24]. (5) Given the product [F:12][C:9]([F:10])([F:11])[C:7]1[CH:6]=[C:5]([NH:13][C:14]([N:16]2[CH2:17][CH2:18][N:19]([C:22]3[CH:27]=[CH:26][CH:25]=[CH:24][C:23]=3[CH2:28][NH:29][C:45]3[C:44]([F:47])=[C:43]([F:48])[N:42]=[C:41]([F:49])[C:40]=3[Cl:39])[CH2:20][CH2:21]2)=[O:15])[CH:4]=[C:3]([C:2]([F:1])([F:30])[F:31])[CH:8]=1, predict the reactants needed to synthesize it. The reactants are: [F:1][C:2]([F:31])([F:30])[C:3]1[CH:4]=[C:5]([NH:13][C:14]([N:16]2[CH2:21][CH2:20][N:19]([C:22]3[CH:27]=[CH:26][CH:25]=[CH:24][C:23]=3[CH2:28][NH2:29])[CH2:18][CH2:17]2)=[O:15])[CH:6]=[C:7]([C:9]([F:12])([F:11])[F:10])[CH:8]=1.C(N(CC)CC)C.[Cl:39][C:40]1[C:41]([F:49])=[N:42][C:43]([F:48])=[C:44]([F:47])[C:45]=1F. (6) Given the product [CH3:27][S:28]([O:17][CH:15]1[CH2:16][N:13]([CH2:12][C:11]2[CH:18]=[CH:19][C:8]([O:1][C:2]3[CH:3]=[CH:4][CH:5]=[CH:6][CH:7]=3)=[CH:9][CH:10]=2)[CH2:14]1)(=[O:30])=[O:29], predict the reactants needed to synthesize it. The reactants are: [O:1]([C:8]1[CH:19]=[CH:18][C:11]([CH2:12][N:13]2[CH2:16][CH:15]([OH:17])[CH2:14]2)=[CH:10][CH:9]=1)[C:2]1[CH:7]=[CH:6][CH:5]=[CH:4][CH:3]=1.C(N(CC)CC)C.[CH3:27][S:28](Cl)(=[O:30])=[O:29]. (7) The reactants are: [C:1]([O:5][C:6]([NH:8][C@@:9]12[CH2:16][CH2:15][CH2:14][C@:13]1([F:17])[CH2:12][N:11]([C@@H](C1C=CC=CC=1)C)[CH2:10]2)=[O:7])([CH3:4])([CH3:3])[CH3:2].[H][H]. Given the product [C:1]([O:5][C:6]([NH:8][C@@:9]12[CH2:16][CH2:15][CH2:14][C@:13]1([F:17])[CH2:12][NH:11][CH2:10]2)=[O:7])([CH3:4])([CH3:2])[CH3:3], predict the reactants needed to synthesize it.